The task is: Predict the reaction yield, written as a fraction of the theoretical maximum amount of product (1.0 means a 100% yield; for example, 0.34 means a 34% yield).. This data is from Reaction yield outcomes from USPTO patents with 853,638 reactions. (1) The reactants are [OH:1][CH:2]([C:6]1[CH:11]=[CH:10][C:9]([C:12]2[N:16]=[C:15]([C:17]3[O:21][N:20]=[C:19]([C:22]4[CH:27]=[CH:26][CH:25]=[CH:24][CH:23]=4)[C:18]=3[C:28]([F:31])([F:30])[F:29])[O:14][N:13]=2)=[CH:8][CH:7]=1)[C:3](O)=[O:4].[NH2:32][CH2:33][C:34]([NH:36][CH3:37])=[O:35].CN1CCOCC1.CN(C(ON1N=NC2C=CC=NC1=2)=[N+](C)C)C.F[P-](F)(F)(F)(F)F. The catalyst is CN(C=O)C. The product is [OH:1][CH:2]([C:6]1[CH:7]=[CH:8][C:9]([C:12]2[N:16]=[C:15]([C:17]3[O:21][N:20]=[C:19]([C:22]4[CH:23]=[CH:24][CH:25]=[CH:26][CH:27]=4)[C:18]=3[C:28]([F:31])([F:29])[F:30])[O:14][N:13]=2)=[CH:10][CH:11]=1)[C:3]([NH:32][CH2:33][C:34]([NH:36][CH3:37])=[O:35])=[O:4]. The yield is 0.180. (2) The reactants are [N+:1]([O-:4])(O)=[O:2].OS(O)(=O)=O.[F:10][C:11]1[CH:12]=[C:13]([CH:17]=[C:18]([F:21])[C:19]=1[F:20])[C:14]([OH:16])=[O:15]. No catalyst specified. The product is [N+:1]([C:17]1[C:18]([F:21])=[C:19]([F:20])[C:11]([F:10])=[CH:12][C:13]=1[C:14]([OH:16])=[O:15])([O-:4])=[O:2]. The yield is 0.800. (3) The reactants are C(N(CC)CC)C.[Br:8][C:9]1[C:17]2[C:16](Cl)=[N:15][CH:14]=[N:13][C:12]=2[N:11]([S:19]([C:22]2[CH:28]=[CH:27][C:25]([CH3:26])=[CH:24][CH:23]=2)(=[O:21])=[O:20])[CH:10]=1.[C:29]([O:33][C:34]([NH:36][C:37]1([C:43]([O:45][CH3:46])=[O:44])[CH2:42][CH2:41][NH:40][CH2:39][CH2:38]1)=[O:35])([CH3:32])([CH3:31])[CH3:30]. The catalyst is CC(N(C)C)=O. The product is [Br:8][C:9]1[C:17]2[C:16]([N:40]3[CH2:41][CH2:42][C:37]([NH:36][C:34]([O:33][C:29]([CH3:32])([CH3:31])[CH3:30])=[O:35])([C:43]([O:45][CH3:46])=[O:44])[CH2:38][CH2:39]3)=[N:15][CH:14]=[N:13][C:12]=2[N:11]([S:19]([C:22]2[CH:28]=[CH:27][C:25]([CH3:26])=[CH:24][CH:23]=2)(=[O:21])=[O:20])[CH:10]=1. The yield is 0.697. (4) The reactants are [NH2:1][C:2]1[C:3]2[CH:14]=[CH:13][CH:12]=[CH:11][C:4]=2[S:5][C:6]=1[C:7]([O:9][CH3:10])=[O:8].CO[CH:17](OC)[N:18]([CH3:20])[CH3:19]. No catalyst specified. The product is [CH3:10][O:9][C:7]([C:6]1[S:5][C:4]2[CH:11]=[CH:12][CH:13]=[CH:14][C:3]=2[C:2]=1[N:1]=[CH:17][N:18]([CH3:20])[CH3:19])=[O:8]. The yield is 0.930.